From a dataset of Full USPTO retrosynthesis dataset with 1.9M reactions from patents (1976-2016). Predict the reactants needed to synthesize the given product. Given the product [CH3:1][O:2][C:3]([C:5]1([C:9]2[CH:14]=[CH:13][C:12]([NH:15][C:16]3[CH:21]=[C:20]([NH:22][C:23]([CH3:26])([CH3:25])[CH3:24])[N:19]=[C:18]([C:28]4[CH:33]=[CH:32][CH:31]=[CH:30][CH:29]=4)[N:17]=3)=[CH:11][CH:10]=2)[CH2:8][CH2:7][CH2:6]1)=[O:4], predict the reactants needed to synthesize it. The reactants are: [CH3:1][O:2][C:3]([C:5]1([C:9]2[CH:14]=[CH:13][C:12]([NH:15][C:16]3[CH:21]=[C:20]([NH:22][C:23]([CH3:26])([CH3:25])[CH3:24])[N:19]=[C:18](Cl)[N:17]=3)=[CH:11][CH:10]=2)[CH2:8][CH2:7][CH2:6]1)=[O:4].[C:28]1(B(O)O)[CH:33]=[CH:32][CH:31]=[CH:30][CH:29]=1.C(=O)([O-])[O-].[Na+].[Na+].